This data is from Reaction yield outcomes from USPTO patents with 853,638 reactions. The task is: Predict the reaction yield, written as a fraction of the theoretical maximum amount of product (1.0 means a 100% yield; for example, 0.34 means a 34% yield). (1) The reactants are [Br:1][C:2]1[S:6][C:5]([C:7]([OH:9])=O)=[CH:4][CH:3]=1.S(Cl)([Cl:12])=O. The catalyst is CN(C)C=O.C(Cl)(Cl)Cl. The product is [Br:1][C:2]1[S:6][C:5]([C:7]([Cl:12])=[O:9])=[CH:4][CH:3]=1. The yield is 0.990. (2) The reactants are [NH:1]1[C:9]2[C:4](=[CH:5][CH:6]=[CH:7][CH:8]=2)[C:3](/[CH:10]=[CH:11]/[C:12]2[CH:25]=[CH:24][C:15]([C:16]([N:18]3[CH2:23][CH2:22][NH:21][CH2:20][CH2:19]3)=[O:17])=[CH:14][CH:13]=2)=[N:2]1.C(OC([NH:33][CH2:34][CH2:35][C:36](O)=[O:37])=O)(C)(C)C.O.ON1C2C=CC=CC=2N=N1.[ClH:50].C(N=C=NCCCN(C)C)C.CN1CCOCC1.Cl.CO. The catalyst is CO. The product is [ClH:50].[ClH:50].[NH2:33][CH2:34][CH2:35][C:36]([N:21]1[CH2:22][CH2:23][N:18]([C:16](=[O:17])[C:15]2[CH:14]=[CH:13][C:12](/[CH:11]=[CH:10]/[C:3]3[C:4]4[C:9](=[CH:8][CH:7]=[CH:6][CH:5]=4)[NH:1][N:2]=3)=[CH:25][CH:24]=2)[CH2:19][CH2:20]1)=[O:37]. The yield is 0.240. (3) The reactants are C(NC1CCC([CH2:11][NH:12][C:13](=[O:19])[O:14][C:15]([CH3:18])([CH3:17])[CH3:16])CC1)(C)C.[N:20]1([CH:29]=[O:30])[C:24]2[CH:25]=[CH:26][CH:27]=[CH:28][C:23]=2N=N1.[CH2:31]1[CH2:35]OC[CH2:32]1. No catalyst specified. The product is [CH:31]([C:29]([NH:20][CH:24]1[CH2:25][CH2:26][CH:27]([N:12]([CH3:11])[C:13](=[O:19])[O:14][C:15]([CH3:16])([CH3:18])[CH3:17])[CH2:28][CH2:23]1)=[O:30])([CH3:35])[CH3:32]. The yield is 1.00. (4) The reactants are C[O:2][C:3]([C:5]1[CH:6]=[CH:7][C:8]2[N:9]([CH:20]=[N:21][CH:22]=2)[C:10]=1[NH:11][C:12]1[CH:17]=[CH:16][C:15]([I:18])=[CH:14][C:13]=1[F:19])=[O:4].[OH-].[Na+]. No catalyst specified. The product is [F:19][C:13]1[CH:14]=[C:15]([I:18])[CH:16]=[CH:17][C:12]=1[NH:11][C:10]1[N:9]2[CH:20]=[N:21][CH:22]=[C:8]2[CH:7]=[CH:6][C:5]=1[C:3]([OH:4])=[O:2]. The yield is 1.00. (5) The reactants are [Cl:1][C:2]1[CH:3]=[C:4]2[C:8](=[CH:9][CH:10]=1)[N:7]([C:11]1[CH:16]=[CH:15][N:14]=[CH:13][CH:12]=1)[CH:6]=[CH:5]2.I[CH2:18][CH2:19][CH:20]1[CH2:28][C:27]2[C:22](=[CH:23][CH:24]=[CH:25][CH:26]=2)[CH2:21]1. The catalyst is C(C(C)=O)C(C)C. The product is [Cl:1][C:2]1[CH:3]=[C:4]2[C:8](=[CH:9][CH:10]=1)[N:7]([C:11]1[CH2:16][CH2:15][N:14]([CH2:18][CH2:19][CH:20]3[CH2:21][C:22]4[C:27](=[CH:26][CH:25]=[CH:24][CH:23]=4)[CH2:28]3)[CH2:13][CH:12]=1)[CH:6]=[CH:5]2. The yield is 0.270. (6) The reactants are [OH:1][C:2]1[CH:17]=[CH:16][C:5]([C:6]([O:8][CH2:9][C:10]2[CH:15]=[CH:14][CH:13]=[CH:12][CH:11]=2)=[O:7])=[CH:4][CH:3]=1.O[C@@H:19]([CH3:25])[C:20]([O:22][CH2:23][CH3:24])=[O:21].C1(P(C2C=CC=CC=2)C2C=CC=CC=2)C=CC=CC=1.CCOC(C)=O.CCCCCCC. The catalyst is O1CCCC1. The product is [CH2:23]([O:22][C:20](=[O:21])[C@H:19]([O:1][C:2]1[CH:17]=[CH:16][C:5]([C:6]([O:8][CH2:9][C:10]2[CH:15]=[CH:14][CH:13]=[CH:12][CH:11]=2)=[O:7])=[CH:4][CH:3]=1)[CH3:25])[CH3:24]. The yield is 1.13. (7) The reactants are C(N[CH:5]([CH3:7])[CH3:6])(C)C.[Li]CCCC.[CH2:13]([C:19]1[CH:23]=[CH:22][S:21][CH:20]=1)[CH2:14][CH2:15][CH2:16][CH2:17][CH3:18].[CH3:24][O:25][B:26](OC)[O:27][CH3:28].OCC(C)(CO)C. The catalyst is C1COCC1. The product is [CH2:13]([C:19]1[CH:23]=[C:22]([B:26]2[O:27][CH2:28][C:5]([CH3:6])([CH3:7])[CH2:24][O:25]2)[S:21][CH:20]=1)[CH2:14][CH2:15][CH2:16][CH2:17][CH3:18]. The yield is 0.790. (8) The reactants are C[O:2][C:3]([C:5]1[N:6]([CH2:33][C:34]([O:36][C:37]([CH3:40])([CH3:39])[CH3:38])=[O:35])[C:7]([C:16]2[CH:17]=[C:18]3[C:23](=[CH:24][CH:25]=2)[N:22]=[C:21]([C:26]2[S:30][C:29]([CH3:31])=[N:28][C:27]=2[CH3:32])[CH:20]=[CH:19]3)=[C:8]([CH:10]2[CH2:15][CH2:14][CH2:13][CH2:12][CH2:11]2)[CH:9]=1)=[O:4].[OH-].[Na+]. No catalyst specified. The product is [C:37]([O:36][C:34]([CH2:33][N:6]1[C:7]([C:16]2[CH:17]=[C:18]3[C:23](=[CH:24][CH:25]=2)[N:22]=[C:21]([C:26]2[S:30][C:29]([CH3:31])=[N:28][C:27]=2[CH3:32])[CH:20]=[CH:19]3)=[C:8]([CH:10]2[CH2:11][CH2:12][CH2:13][CH2:14][CH2:15]2)[CH:9]=[C:5]1[C:3]([OH:4])=[O:2])=[O:35])([CH3:40])([CH3:38])[CH3:39]. The yield is 0.100. (9) The reactants are [OH:1][C:2]1[CH:11]=[C:10]2[C:5]([CH:6]=[C:7]([NH:12][C:13]([CH:15]3[CH2:17][CH2:16]3)=[O:14])[N:8]=[CH:9]2)=[CH:4][CH:3]=1.Br[C:19](P(=O)(OCC)OCC)([F:21])[F:20]. The catalyst is C(#N)C.O.C(OCC)(=O)C. The product is [F:20][CH:19]([F:21])[O:1][C:2]1[CH:11]=[C:10]2[C:5]([CH:6]=[C:7]([NH:12][C:13]([CH:15]3[CH2:16][CH2:17]3)=[O:14])[N:8]=[CH:9]2)=[CH:4][CH:3]=1. The yield is 0.260. (10) The reactants are [NH2:1][C:2]1[C:11]([C:12]#[N:13])=[CH:10][C:5]([C:6](OC)=[O:7])=[C:4]([O:14][CH3:15])[CH:3]=1.[BH4-].[Li+].C(O)C.[Cl-].[NH4+]. The catalyst is O1CCCC1. The product is [NH2:1][C:2]1[CH:3]=[C:4]([O:14][CH3:15])[C:5]([CH2:6][OH:7])=[CH:10][C:11]=1[C:12]#[N:13]. The yield is 0.810.